This data is from TCR-epitope binding with 47,182 pairs between 192 epitopes and 23,139 TCRs. The task is: Binary Classification. Given a T-cell receptor sequence (or CDR3 region) and an epitope sequence, predict whether binding occurs between them. The epitope is YLQPRTFLL. The TCR CDR3 sequence is CASYDLNTGELFF. Result: 1 (the TCR binds to the epitope).